This data is from Full USPTO retrosynthesis dataset with 1.9M reactions from patents (1976-2016). The task is: Predict the reactants needed to synthesize the given product. (1) The reactants are: [C:1]([C:5]1[CH:6]=[C:7]2[C:11](=[C:12]([C:14]3[CH:19]=[CH:18][C:17]([C:20]([CH3:23])([CH3:22])[CH3:21])=[CH:16][CH:15]=3)[CH:13]=1)[CH2:10][C:9]([CH3:24])=[CH:8]2)([CH3:4])([CH3:3])[CH3:2].[C:25]([C:29]1[CH:37]=[C:36]2[C:32]([CH:33]=[C:34]([CH3:42])[CH:35]2[Si:38](Cl)([CH3:40])[CH3:39])=[C:31]([C:43]2[CH:48]=[CH:47][CH:46]=[CH:45][CH:44]=2)[C:30]=1[O:49][CH3:50])([CH3:28])([CH3:27])[CH3:26].O. Given the product [C:1]([C:5]1[CH:6]=[C:7]2[C:11]([CH:10]=[C:9]([CH3:24])[CH:8]2[Si:38]([CH:35]2[C:36]3[C:32](=[C:31]([C:43]4[CH:44]=[CH:45][CH:46]=[CH:47][CH:48]=4)[C:30]([O:49][CH3:50])=[C:29]([C:25]([CH3:27])([CH3:28])[CH3:26])[CH:37]=3)[CH:33]=[C:34]2[CH3:42])([CH3:40])[CH3:39])=[C:12]([C:14]2[CH:19]=[CH:18][C:17]([C:20]([CH3:23])([CH3:22])[CH3:21])=[CH:16][CH:15]=2)[CH:13]=1)([CH3:4])([CH3:3])[CH3:2], predict the reactants needed to synthesize it. (2) Given the product [N+:1]([C:4]1[CH:9]=[CH:8][C:7](/[C:10](/[C:14]2[CH:19]=[CH:18][CH:17]=[CH:16][CH:15]=2)=[CH:11]\[CH2:12][NH:28][C@@H:26]([C:20]2[CH:25]=[CH:24][CH:23]=[CH:22][CH:21]=2)[CH3:27])=[CH:6][CH:5]=1)([O-:3])=[O:2], predict the reactants needed to synthesize it. The reactants are: [N+:1]([C:4]1[CH:9]=[CH:8][C:7](/[C:10](/[C:14]2[CH:19]=[CH:18][CH:17]=[CH:16][CH:15]=2)=[CH:11]\[CH:12]=O)=[CH:6][CH:5]=1)([O-:3])=[O:2].[C:20]1([C@H:26]([NH2:28])[CH3:27])[CH:25]=[CH:24][CH:23]=[CH:22][CH:21]=1.[BH-](OC(C)=O)(OC(C)=O)OC(C)=O.[Na+].[OH-].[Na+]. (3) Given the product [CH:19]1[C:18]2[N:17]([CH2:16][CH:15]([OH:30])[CH2:14][N:11]3[CH2:10][CH2:9][NH:8][CH2:13][CH2:12]3)[C:29]3[C:24](=[CH:25][CH:26]=[CH:27][CH:28]=3)[C:23]=2[CH:22]=[CH:21][CH:20]=1, predict the reactants needed to synthesize it. The reactants are: C(OC([N:8]1[CH2:13][CH2:12][N:11]([CH2:14][CH:15]([OH:30])[CH2:16][N:17]2[C:29]3[CH:28]=[CH:27][CH:26]=[CH:25][C:24]=3[C:23]3[C:18]2=[CH:19][CH:20]=[CH:21][CH:22]=3)[CH2:10][CH2:9]1)=O)(C)(C)C.C(O)(C(F)(F)F)=O. (4) Given the product [Cl:16][C:13]1[N:14]=[CH:15][C:10]([CH2:9][N:6]2[C:5]([CH3:7])=[CH:4][S:3][C:2]2=[N:1][CH2:9][C:10]2[CH:15]=[N:14][C:13]([Cl:16])=[CH:12][CH:11]=2)=[CH:11][CH:12]=1, predict the reactants needed to synthesize it. The reactants are: [NH2:1][C:2]1[S:3][CH2:4][CH:5]([CH3:7])[N:6]=1.Br[CH2:9][C:10]1[CH:11]=[CH:12][C:13]([Cl:16])=[N:14][CH:15]=1.